This data is from Experimentally validated miRNA-target interactions with 360,000+ pairs, plus equal number of negative samples. The task is: Binary Classification. Given a miRNA mature sequence and a target amino acid sequence, predict their likelihood of interaction. (1) The miRNA is hsa-miR-486-3p with sequence CGGGGCAGCUCAGUACAGGAU. The protein sequence of the target gene is MAENDVDNELLDYEDDEVETAAGGDGAEAPAKKDVKGSYVSIHSSGFRDFLLKPELLRAIVDCGFEHPSEVQHECIPQAILGMDVLCQAKSGMGKTAVFVLATLQQLEPVTGQVSVLVMCHTRELAFQISKEYERFSKYMPNVKVAVFFGGLSIKKDEEVLKKNCPHIVVGTPGRILALARNKSLNLKHIKHFILDECDKMLEQLDMRRDVQEIFRMTPHEKQVMMFSATLSKEIRPVCRKFMQDPMEIFVDDETKLTLHGLQQYYVKLKDNEKNRKLFDLLDVLEFNQVVIFVKSVQRC.... Result: 1 (interaction). (2) The miRNA is hsa-miR-222-3p with sequence AGCUACAUCUGGCUACUGGGU. Result: 1 (interaction). The protein sequence of the target gene is MPGLSCRFYQHKFPEVEDVVMVNVRSIAEMGAYVSLLEYNNIEGMILLSELSRRRIRSINKLIRIGRNECVVVIRVDKEKGYIDLSKRRVSPEEAIKCEDKFTKSKTVYSILRHVAEVLEYTKDEQLESLFQRTAWVFDDKYKRPGYGAYDAFKHAVSDPSILDSLDLNEDEREVLINNINRRLTPQAVKIRADIEVACYGYEGIDAVKEALRAGLNCSTENMPIKINLIAPPRYVMTTTTLERTEGLSVLSQAMAVIKEKIEEKRGVFNVQMEPKVVTDTDETELARQMERLERENAEV.... (3) The miRNA is hsa-miR-6893-3p with sequence CCCUGCUGCCUUCACCUGCCAG. The protein sequence of the target gene is MDIQLDPARDDLPLMANTSHILVKHYVLDLDVDFESQVIEGTIVLFLEDGNRFKKQNSSIEEACQSESNKACKFGMPEPCHIPVTNARTFSSEMEYNDFAICSKGEKDTSDKDGNHDNQEHASGISSSKYCCDTGNHGSEDFLLVLDCCDLSVLKVEEVDVAAVPGLEKFTRSPELTVVSEEFRNQIVRELVTLPANRWREQLDYYARCSQAPGCGELLFDTDTWSLQIRKTGAQTATDFPHAIRIWYKTKPEGRSVTWTSDQSGRPCVYTVGSPINNRALFPCQEPPVAMSTWQATVRA.... Result: 1 (interaction). (4) The miRNA is ssc-miR-187 with sequence UCGUGUCUUGUGUUGCAGCCGG. The protein sequence of the target gene is MEIPAPEPEKTALSSQDPALSLKENLEDISGWGLPEARSKESVSFKDVAVDFTQEEWGQLDSPQRALYRDVMLENYQNLLALGPPLHKPDVISHLERGEEPWSMQREVPRGPCPEWELKAVPSQQQGICKEEPAQEPIMERPLGGAQAWGRQAGALQRSQAAPWAPAPAMVWDVPVEEFPLRCPLFAQQRVPEGGPLLDTRKNVQATEGRTKAPARLCAGENASTPSEPEKFPQVRRQRGAGAGEGEFVCGECGKAFRQSSSLTLHRRWHSREKAYKCDECGKAFTWSTNLLEHRRIHTG.... Result: 0 (no interaction). (5) The miRNA is hsa-miR-5692c with sequence AAUAAUAUCACAGUAGGUGUAC. The protein sequence of the target gene is MKPLEKFLKKQTSQLAGRTVAGGPGGGLGSCGGPGGGGGPGGGGGPAGGQRSLQRRQSVSRLLLPAFLREPPAEPGLEPPVPEEGGEPAGVAEEPGSGGPCWLQLEEVPGPGPLGGGGPLRSPSSYSSDELSPGEPLTSPPWAPLGAPERPEHLLNRVLERLAGGATRDSAASDILLDDIVLTHSLFLPTEKFLQELHQYFVRAGGMEGPEGLGRKQACLAMLLHFLDTYQGLLQEEEGAGHIIKDLYLLIMKDESLYQGLREDTLRLHQLVETVELKIPEENQPPSKQVKPLFRHFRRI.... Result: 1 (interaction). (6) The miRNA is mmu-miR-1194 with sequence GAAUGAGUAACUGCUAGAUCCU. The protein sequence of the target gene is MAGAQPGVHALQLKPVCVSDSLKKGTKFVKWDDDSTIVTPIILRTDPQGFFFYWTDQNKETELLDLSLVKDARCGRHAKAPKDPKLRELLDVGNIGRLEQRMITVVYGPDLVNISHLNLVAFQEEVAKEWTNEVFSLATNLLAQNMSRDAFLEKAYTKLKLQVTPEGRIPLKNIYRLFSADRKRVETALEACSLPSSRNDSIPQEDFTPEVYRVFLNNLCPRPEIDNIFSEFGAKSKPYLTVDQMMDFINLKQRDPRLNEILYPPLKQEQVQVLIEKYEPNNSLARKGQISVDGFMRYLS.... Result: 0 (no interaction). (7) The miRNA is hsa-let-7e-5p with sequence UGAGGUAGGAGGUUGUAUAGUU. The protein sequence of the target gene is MAAHHRQNTAGRRKVQVSYVIRDEVEKYNRNGVNALQLDPALNRLFTAGRDSIIRIWSVNQHKQDPYIASMEHHTDWVNDIVLCCNGKTLISASSDTTVKVWNAHKGFCMSTLRTHKDYVKALAYAKDKELVASAGLDRQIFLWDVNTLTALTASNNTVTTSSLSGNKDSIYSLAMNQLGTIIVSGSTEKVLRVWDPRTCAKLMKLKGHTDNVKALLLNRDGTQCLSGSSDGTIRLWSLGQQRCIATYRVHDEGVWALQVNDAFTHVYSGGRDRKIYCTDLRNPDIRVLICEEKAPVLKM.... Result: 1 (interaction). (8) The miRNA is hsa-miR-523-5p with sequence CUCUAGAGGGAAGCGCUUUCUG. The protein sequence of the target gene is MEATTAGVGRLEEEALRRKERLKALREKTGRKDKEDGEPKTKHLREEEEEGEKHRELRLRNYVPEDEDLKKRRVPQAKPVAVEEKVKEQLEAAKPEPVIEEVDLANLAPRKPDWDLKRDVAKKLEKLKKRTQRAIAELIRERLKGQEDSLASAVDAATEQKTCDSD. Result: 0 (no interaction).